From a dataset of Full USPTO retrosynthesis dataset with 1.9M reactions from patents (1976-2016). Predict the reactants needed to synthesize the given product. (1) Given the product [CH3:1][O:2][C:3]1[CH:4]=[C:5]([CH:11]([CH3:17])[C:12]([OH:14])=[O:13])[CH:6]=[CH:7][C:8]=1[O:9][CH3:10], predict the reactants needed to synthesize it. The reactants are: [CH3:1][O:2][C:3]1[CH:4]=[C:5]([CH:11]([CH3:17])[C:12]([O:14]CC)=[O:13])[CH:6]=[CH:7][C:8]=1[O:9][CH3:10].[OH-].[Na+]. (2) Given the product [O:21]=[C:4]1[C:3]2[C:2]([C:26]([OH:25])=[O:27])=[C:10]([NH:11][S:12]([C:15]3[CH:20]=[CH:19][CH:18]=[CH:17][CH:16]=3)(=[O:14])=[O:13])[CH:9]=[CH:8][C:7]=2[CH2:6][CH2:5]1, predict the reactants needed to synthesize it. The reactants are: Br[C:2]1[C:10]([NH:11][S:12]([C:15]2[CH:20]=[CH:19][CH:18]=[CH:17][CH:16]=2)(=[O:14])=[O:13])=[CH:9][CH:8]=[C:7]2[C:3]=1[C:4](=[O:21])[CH2:5][CH2:6]2.C1[CH2:26][O:25]CC1.[OH2:27]. (3) Given the product [Cl:25][C:22]1[CH:21]=[CH:20][C:19]([C:18]([N:9]2[C:10]3[C:15](=[CH:14][C:13]([O:16][CH3:17])=[CH:12][CH:11]=3)[C:7]([CH2:6][C:5]([NH:4][CH2:3][CH2:2][NH:1][C:57](=[O:58])[C:56]3[CH:55]=[CH:54][C:53]([N+:50]([O-:52])=[O:51])=[CH:61][CH:60]=3)=[O:28])=[C:8]2[CH3:27])=[O:26])=[CH:24][CH:23]=1, predict the reactants needed to synthesize it. The reactants are: [NH2:1][CH2:2][CH2:3][NH:4][C:5](=[O:28])[CH2:6][C:7]1[C:15]2[C:10](=[CH:11][CH:12]=[C:13]([O:16][CH3:17])[CH:14]=2)[N:9]([C:18](=[O:26])[C:19]2[CH:24]=[CH:23][C:22]([Cl:25])=[CH:21][CH:20]=2)[C:8]=1[CH3:27].CCN=C=NCCCN(C)C.Cl.CCN(C(C)C)C(C)C.[N+:50]([C:53]1[CH:61]=[CH:60][C:56]([C:57](O)=[O:58])=[CH:55][CH:54]=1)([O-:52])=[O:51].C1C=CC2N(O)N=NC=2C=1. (4) The reactants are: [C:1]([C:3]1[C:4](=[O:10])[NH:5][C:6](=[O:9])[NH:7][CH:8]=1)#[N:2].Cl.[NH2:12][OH:13].C(N(CC)CC)C. Given the product [OH:13][N:12]=[C:1]([C:3]1[C:4](=[O:10])[NH:5][C:6](=[O:9])[NH:7][CH:8]=1)[NH2:2], predict the reactants needed to synthesize it. (5) Given the product [CH2:8]([N:15]1[CH:6]=[C:5]([CH2:4][CH2:3][CH2:2][CH2:1][OH:7])[N:17]=[N:16]1)[C:9]1[CH:14]=[CH:13][CH:12]=[CH:11][CH:10]=1, predict the reactants needed to synthesize it. The reactants are: [CH2:1]([OH:7])[CH2:2][CH2:3][CH2:4][C:5]#[CH:6].[CH2:8]([N:15]=[N+:16]=[N-:17])[C:9]1[CH:14]=[CH:13][CH:12]=[CH:11][CH:10]=1.O=C1O[C@H]([C@H](CO)O)C([O-])=C1O.[Na+].C. (6) Given the product [O:7]=[C:8]1[S:1][NH:11][C:10]2[CH:12]=[CH:13][C:14]([C:16]([OH:18])=[O:17])=[CH:15][C:9]1=2, predict the reactants needed to synthesize it. The reactants are: [S:1]([Li])[Li].Cl.O=C1[NH:11][C:10]2[CH:12]=[CH:13][C:14]([C:16]([OH:18])=[O:17])=[CH:15][C:9]=2[C:8](=O)[O:7]1. (7) The reactants are: C[O:2][C:3](=[O:23])[C:4]1[C:5](=[C:10]([NH:14][C:15]2[CH:20]=[CH:19][CH:18]=[C:17]([O:21][CH3:22])[CH:16]=2)[CH:11]=[CH:12][CH:13]=1)[C:6]([O:8]C)=[O:7].[OH-].[Na+]. Given the product [CH3:22][O:21][C:17]1[CH:16]=[C:15]([NH:14][C:10]2[CH:11]=[CH:12][CH:13]=[C:4]([C:3]([OH:23])=[O:2])[C:5]=2[C:6]([OH:8])=[O:7])[CH:20]=[CH:19][CH:18]=1, predict the reactants needed to synthesize it. (8) Given the product [Br:1][C:2]1[CH:3]=[CH:4][C:5]([NH:9][C:11](=[O:12])[CH3:10])=[N:6][C:7]=1[Cl:8], predict the reactants needed to synthesize it. The reactants are: [Br:1][C:2]1[CH:3]=[CH:4][C:5]([NH2:9])=[N:6][C:7]=1[Cl:8].[CH3:10][C:11](OC(C)=O)=[O:12]. (9) Given the product [CH3:15][S:16]([N:1]1[CH2:6][CH2:5][CH2:4][CH:3]([OH:7])[CH2:2]1)(=[O:18])=[O:17], predict the reactants needed to synthesize it. The reactants are: [NH:1]1[CH2:6][CH2:5][CH2:4][CH:3]([OH:7])[CH2:2]1.C(N(CC)CC)C.[CH3:15][S:16](Cl)(=[O:18])=[O:17]. (10) Given the product [Cl:17][C:18]1[N:27]=[C:26]([N:28]2[CH2:29][CH2:30][O:31][CH2:32][CH2:33]2)[C:25]2[C:20](=[C:21]([O:43][CH3:44])[CH:22]=[C:23]([C:2]3[C:3]([F:16])=[C:4]([NH:9][S:10]([CH2:13][CH2:14][CH3:15])(=[O:12])=[O:11])[CH:5]=[CH:6][C:7]=3[F:8])[CH:24]=2)[N:19]=1, predict the reactants needed to synthesize it. The reactants are: Br[C:2]1[C:3]([F:16])=[C:4]([NH:9][S:10]([CH2:13][CH2:14][CH3:15])(=[O:12])=[O:11])[CH:5]=[CH:6][C:7]=1[F:8].[Cl:17][C:18]1[N:27]=[C:26]([N:28]2[CH2:33][CH2:32][O:31][CH2:30][CH2:29]2)[C:25]2[C:20](=[C:21]([O:43][CH3:44])[CH:22]=[C:23](B3OC(C)(C)C(C)(C)O3)[CH:24]=2)[N:19]=1.C(=O)([O-])[O-].[Na+].[Na+].C(Cl)Cl.